From a dataset of Retrosynthesis with 50K atom-mapped reactions and 10 reaction types from USPTO. Predict the reactants needed to synthesize the given product. (1) The reactants are: C[C@H]1c2cccc(CCO)c2C[C@H](CO[Si](C)(C)C(C)(C)C)N1C(=O)Cc1c(Cl)cccc1Cl. Given the product C[C@H]1c2cccc(CC=O)c2C[C@H](CO[Si](C)(C)C(C)(C)C)N1C(=O)Cc1c(Cl)cccc1Cl, predict the reactants needed to synthesize it. (2) Given the product O=C1CCC(N2Cc3cc(CNC(=O)c4ccccn4)ccc3C2=O)C(=O)N1, predict the reactants needed to synthesize it. The reactants are: NCc1ccc2c(c1)CN(C1CCC(=O)NC1=O)C2=O.O=C(Cl)c1ccccn1. (3) Given the product CCN1CCN(C(=O)c2ccc(N3CCc4c(-c5cnc(N(Cc6ccc(OC)cc6)Cc6ccc(OC)cc6)nc5)nc(N5CCOCC5)nc43)c(F)c2)CC1, predict the reactants needed to synthesize it. The reactants are: CCN1CCNCC1.COc1ccc(CN(Cc2ccc(OC)cc2)c2ncc(-c3nc(N4CCOCC4)nc4c3CCN4c3ccc(C(=O)O)cc3F)cn2)cc1. (4) The reactants are: CCc1nc2c(c(=O)n(Cc3ccc(Cl)cc3)c(=O)n2CC(=O)OC)n1C. Given the product CCc1nc2c(c(=O)n(Cc3ccc(Cl)cc3)c(=O)n2CC(=O)O)n1C, predict the reactants needed to synthesize it. (5) Given the product Cn1c(Nc2c(Cl)ccc(CN)c2Cl)nc2cc(C(=O)N[C@H]3CC[C@H](C(F)(F)F)CC3)c(C34CNCC3C4)cc21, predict the reactants needed to synthesize it. The reactants are: Cn1c(Nc2c(Cl)ccc(CNC(=O)OC(C)(C)C)c2Cl)nc2cc(C(=O)N[C@H]3CC[C@H](C(F)(F)F)CC3)c(C34CNCC3C4)cc21.